This data is from Full USPTO retrosynthesis dataset with 1.9M reactions from patents (1976-2016). The task is: Predict the reactants needed to synthesize the given product. (1) Given the product [F:1][CH:2]([F:10])[C:3]1[CH:8]=[CH:7][C:6]([C:12]([F:19])([F:18])[C:13]([O:15][CH2:16][CH3:17])=[O:14])=[CH:5][CH:4]=1, predict the reactants needed to synthesize it. The reactants are: [F:1][CH:2]([F:10])[C:3]1[CH:8]=[CH:7][C:6](I)=[CH:5][CH:4]=1.Br[C:12]([F:19])([F:18])[C:13]([O:15][CH2:16][CH3:17])=[O:14].O.O.O.P([O-])([O-])(O)=O.[K+].[K+]. (2) The reactants are: [F:1][C:2]1[CH:7]=[CH:6][C:5]([S:8][CH2:9][CH:10]2[CH2:16][C:13]3([CH2:15][CH2:14]3)[CH2:12][CH:11]2[C:17]([O:19]CC)=[O:18])=[CH:4][CH:3]=1.COCCOC.[OH-].[Li+].O. Given the product [F:1][C:2]1[CH:3]=[CH:4][C:5]([S:8][CH2:9][CH:10]2[CH2:16][C:13]3([CH2:14][CH2:15]3)[CH2:12][CH:11]2[C:17]([OH:19])=[O:18])=[CH:6][CH:7]=1, predict the reactants needed to synthesize it. (3) The reactants are: [Li].C([N:9]1[C:14]2[CH:15]=[CH:16][CH:17]=[CH:18][C:13]=2[CH:12]=[CH:11][S:10]1(=[O:20])=[O:19])C1C=CC=CC=1.CCO.N. Given the product [NH:9]1[C:14]2[CH:15]=[CH:16][CH:17]=[CH:18][C:13]=2[CH2:12][CH2:11][S:10]1(=[O:19])=[O:20], predict the reactants needed to synthesize it. (4) Given the product [C:32]([C:29]1[CH:28]=[CH:27][C:26]([CH2:25][NH:24][C:23](=[O:36])[NH:39][CH2:37][C:9]2([S:11]([CH3:14])(=[O:12])=[O:13])[C:8]([F:15])=[CH:46][C:45]([NH:42][S:11]([CH3:9])(=[O:13])=[O:12])=[C:3]([F:2])[CH2:10]2)=[CH:31][CH:30]=1)([CH3:33])([CH3:34])[CH3:35], predict the reactants needed to synthesize it. The reactants are: Cl.[F:2][C:3]1[CH:10]=[C:9]([S:11]([CH3:14])(=[O:13])=[O:12])[C:8]([F:15])=CC=1CN.C1(O[C:23](=[O:36])[NH:24][CH2:25][C:26]2[CH:31]=[CH:30][C:29]([C:32]([CH3:35])([CH3:34])[CH3:33])=[CH:28][CH:27]=2)C=CC=CC=1.[C:37](#[N:39])C.C([N:42]([CH2:45][CH3:46])CC)C. (5) Given the product [OH:8][C:9]1[CH:14]=[C:13]([CH:15]([C:17]2[C:22]([CH3:23])=[CH:21][C:20]([CH3:24])=[CH:19][C:18]=2[CH3:25])[CH3:16])[CH:12]=[CH:11][C:10]=1[N:26]1[S:30](=[O:32])(=[O:31])[NH:29][C:28](=[O:33])[CH2:27]1, predict the reactants needed to synthesize it. The reactants are: C([O:8][C:9]1[CH:14]=[C:13]([CH:15]([C:17]2[C:22]([CH3:23])=[CH:21][C:20]([CH3:24])=[CH:19][C:18]=2[CH3:25])[CH3:16])[CH:12]=[CH:11][C:10]=1[N:26]1[S:30](=[O:32])(=[O:31])[NH:29][C:28](=[O:33])[CH2:27]1)C1C=CC=CC=1.C([O-])([O-])=O.[K+].[K+].O. (6) Given the product [Cl:12][C:9]1[CH:10]=[C:11]2[C:2]3=[N:13][C:14]4[C:15]([CH2:16][N:3]3[CH:4]=[N:5][C:6]2=[CH:7][CH:8]=1)=[CH:18][CH:19]=[C:20]([C:22]#[N:23])[CH:21]=4, predict the reactants needed to synthesize it. The reactants are: Cl[C:2]1[C:11]2[C:6](=[CH:7][CH:8]=[C:9]([Cl:12])[CH:10]=2)[N:5]=[CH:4][N:3]=1.[NH2:13][C:14]1[CH:21]=[C:20]([C:22]#[N:23])[CH:19]=[CH:18][C:15]=1[CH2:16]O.